Predict the reaction yield, written as a fraction of the theoretical maximum amount of product (1.0 means a 100% yield; for example, 0.34 means a 34% yield). From a dataset of Reaction yield outcomes from USPTO patents with 853,638 reactions. (1) The reactants are [N:1]1[CH:6]=[CH:5][C:4]([C:7]2[CH:12]=[CH:11][C:10]([NH:13][C:14](=[O:16])[CH3:15])=[CH:9][CH:8]=2)=[CH:3][CH:2]=1.C1C(=O)N([Br:24])C(=O)C1. The catalyst is C(O)(=O)C. The product is [Br:24][C:11]1[CH:12]=[C:7]([C:4]2[CH:5]=[CH:6][N:1]=[CH:2][CH:3]=2)[CH:8]=[CH:9][C:10]=1[NH:13][C:14](=[O:16])[CH3:15]. The yield is 0.630. (2) The reactants are [OH:1][C@H:2]([CH2:32][OH:33])[CH2:3][N:4]1[C:9](=[O:10])[C:8]2[C:11]([NH:18][C:19]3[CH:24]=[CH:23][C:22]([C:25]#[C:26][Si](C)(C)C)=[CH:21][C:20]=3[F:31])=[C:12]([F:17])[C:13](=[O:16])[N:14]([CH3:15])[C:7]=2[N:6]=[CH:5]1.CCCC[N+](CCCC)(CCCC)CCCC.[F-].C(Cl)Cl. The catalyst is C1COCC1. The product is [OH:1][C@H:2]([CH2:32][OH:33])[CH2:3][N:4]1[C:9](=[O:10])[C:8]2[C:11]([NH:18][C:19]3[CH:24]=[CH:23][C:22]([C:25]#[CH:26])=[CH:21][C:20]=3[F:31])=[C:12]([F:17])[C:13](=[O:16])[N:14]([CH3:15])[C:7]=2[N:6]=[CH:5]1. The yield is 0.300. (3) The reactants are ClC1C=C(C2C=C3C(CCC(C(OC)=O)C3)=CC=2)C=CC=1.[CH3:22][O:23][C:24]1[CH:41]=[CH:40][C:27]([CH2:28][NH:29][C:30]2[N+:31]([O-])=[CH:32][CH:33]=[C:34]([N+:36]([O-:38])=[O:37])[CH:35]=2)=[CH:26][CH:25]=1.P(Cl)(Cl)Cl. The catalyst is C(Cl)(Cl)Cl. The product is [CH3:22][O:23][C:24]1[CH:25]=[CH:26][C:27]([CH2:28][NH:29][C:30]2[CH:35]=[C:34]([N+:36]([O-:38])=[O:37])[CH:33]=[CH:32][N:31]=2)=[CH:40][CH:41]=1. The yield is 1.02. (4) The reactants are [CH3:1][C:2]1[C:20]([CH3:21])=[CH:19][CH:18]=[CH:17][C:3]=1[O:4][C:5]([CH3:16])([CH3:15])[CH:6]([C:8]1[CH:13]=[CH:12][C:11]([CH3:14])=[CH:10][CH:9]=1)O.FC(F)(F)S([O-])(=O)=O.C(=O)([O-])O.[Na+]. The catalyst is C1(C)C=CC=CC=1. The product is [CH3:15][C:5]1([CH3:16])[CH:6]([C:8]2[CH:13]=[CH:12][C:11]([CH3:14])=[CH:10][CH:9]=2)[C:17]2[CH:18]=[CH:19][C:20]([CH3:21])=[C:2]([CH3:1])[C:3]=2[O:4]1. The yield is 0.580. (5) The reactants are [CH3:1][C:2](C)([O-:4])[CH3:3].[K+].[I:7][C:8]1[CH:9]=C(O)C(=C[CH:15]=1)C=O.[C:17]1(C)C=CC=C[CH:18]=1. The catalyst is [Br-].C[P+](C1C=CC=CC=1)(C1C=CC=CC=1)C1C=CC=CC=1.C1COCC1. The product is [OH:4][C:2]1[CH:3]=[CH:9][C:8]([I:7])=[CH:15][C:1]=1[CH:17]=[CH2:18]. The yield is 0.980. (6) The reactants are [Br:1][C:2]1[CH:7]=[CH:6][C:5]([N:8]2[C:12]3[C:13]([F:23])=[C:14]([F:22])[C:15]([N+:19]([O-])=O)=[C:16]([O:17][CH3:18])[C:11]=3[NH:10][C:9]2=[O:24])=[C:4]([F:25])[CH:3]=1. The catalyst is [Zn]. The product is [NH2:19][C:15]1[C:14]([F:22])=[C:13]([F:23])[C:12]2[N:8]([C:5]3[CH:6]=[CH:7][C:2]([Br:1])=[CH:3][C:4]=3[F:25])[C:9](=[O:24])[NH:10][C:11]=2[C:16]=1[O:17][CH3:18]. The yield is 0.950. (7) The reactants are [NH2:1][C:2](=[O:42])[CH:3]([C:5]1[CH:41]=[CH:40][CH:39]=[CH:38][C:6]=1[CH2:7][CH2:8][C:9]1[C:14]([C:15]([F:18])([F:17])[F:16])=[CH:13][N:12]=[C:11]([NH:19][C:20]2[CH:21]=[N:22][N:23]([CH:25]3[CH2:30][CH2:29][N:28](C(OC(C)(C)C)=O)[CH2:27][CH2:26]3)[CH:24]=2)[N:10]=1)[CH3:4].C(O)(C(F)(F)F)=O.C([O-])(O)=O.[Na+].[OH-].[Na+]. The catalyst is C(Cl)Cl. The product is [NH:28]1[CH2:27][CH2:26][CH:25]([N:23]2[CH:24]=[C:20]([NH:19][C:11]3[N:10]=[C:9]([CH2:8][CH2:7][C:6]4[CH:38]=[CH:39][CH:40]=[CH:41][C:5]=4[CH:3]([CH3:4])[C:2]([NH2:1])=[O:42])[C:14]([C:15]([F:16])([F:18])[F:17])=[CH:13][N:12]=3)[CH:21]=[N:22]2)[CH2:30][CH2:29]1. The yield is 0.990. (8) The reactants are [C:1]([Cl:4])(=[O:3])[CH3:2].[C:5]([C:7]1[CH:15]=[CH:14][C:10]([C:11]([OH:13])=[O:12])=[CH:9][CH:8]=1)#[N:6]. The catalyst is CCO. The product is [ClH:4].[CH2:1]([O:3][C:5](=[NH:6])[C:7]1[CH:15]=[CH:14][C:10]([C:11]([OH:13])=[O:12])=[CH:9][CH:8]=1)[CH3:2]. The yield is 0.650. (9) The reactants are ClC1N=[C:4]([NH:18][C:19]2[C:24]([C:25]#[C:26][Si:27]([CH3:30])([CH3:29])[CH3:28])=[CH:23][C:22]([Cl:31])=[CH:21][N:20]=2)[C:5](=[O:17])[N:6]([CH2:8][C:9]2[CH:14]=[CH:13][C:12]([O:15][CH3:16])=[CH:11][CH:10]=2)[CH:7]=1.CCN(C(C)C)C(C)C. The catalyst is C1(C)C=CC=CC=1. The product is [Cl:31][C:22]1[CH:21]=[N:20][C:19]2[NH:18][C:4]3[C:5](=[O:17])[N:6]([CH2:8][C:9]4[CH:14]=[CH:13][C:12]([O:15][CH3:16])=[CH:11][CH:10]=4)[CH:7]=[C:26]([Si:27]([CH3:30])([CH3:29])[CH3:28])[C:25]=3[C:24]=2[CH:23]=1. The yield is 0.870. (10) The reactants are [C:1]([CH:3]([CH2:9][C:10]([C:12]1[CH:17]=[CH:16][CH:15]=[CH:14][C:13]=1[F:18])=O)[C:4]([O:6][CH2:7][CH3:8])=[O:5])#[N:2].C(OCC)(=O)C.[ClH:25]. No catalyst specified. The product is [Cl:25][C:1]1[NH:2][C:10]([C:12]2[CH:17]=[CH:16][CH:15]=[CH:14][C:13]=2[F:18])=[CH:9][C:3]=1[C:4]([O:6][CH2:7][CH3:8])=[O:5]. The yield is 0.530.